From a dataset of TCR-epitope binding with 47,182 pairs between 192 epitopes and 23,139 TCRs. Binary Classification. Given a T-cell receptor sequence (or CDR3 region) and an epitope sequence, predict whether binding occurs between them. (1) The TCR CDR3 sequence is CASSLGRGQFF. Result: 0 (the TCR does not bind to the epitope). The epitope is IIKDYGKQM. (2) The epitope is KLSYGIATV. The TCR CDR3 sequence is CASSPGRETAINQPQHF. Result: 0 (the TCR does not bind to the epitope). (3) The epitope is RAKFKQLL. The TCR CDR3 sequence is CSVGQGGNYGYTF. Result: 1 (the TCR binds to the epitope). (4) The epitope is FVDGVPFVV. The TCR CDR3 sequence is CASSSYRENTVWGTDTQYF. Result: 1 (the TCR binds to the epitope). (5) The epitope is TPINLVRDL. The TCR CDR3 sequence is CASSPASGYGYTF. Result: 0 (the TCR does not bind to the epitope). (6) The epitope is NLVPMVATV. The TCR CDR3 sequence is CASTISGNEQFF. Result: 1 (the TCR binds to the epitope).